This data is from Catalyst prediction with 721,799 reactions and 888 catalyst types from USPTO. The task is: Predict which catalyst facilitates the given reaction. Reactant: [CH2:1]([O:8][CH2:9][CH2:10][CH:11]1[CH2:14][C:13](=[O:15])[CH2:12]1)[C:2]1[CH:7]=[CH:6][CH:5]=[CH:4][CH:3]=1.CCC(C)[BH-](C(C)CC)C(C)CC.[Li+]. Product: [CH2:1]([O:8][CH2:9][CH2:10][C@@H:11]1[CH2:12][C@H:13]([OH:15])[CH2:14]1)[C:2]1[CH:7]=[CH:6][CH:5]=[CH:4][CH:3]=1. The catalyst class is: 1.